This data is from Forward reaction prediction with 1.9M reactions from USPTO patents (1976-2016). The task is: Predict the product of the given reaction. Given the reactants [C:1]1([CH3:20])[CH:6]=[CH:5][C:4]([NH:7][C:8]2[CH:16]=[C:15]([C:17]([OH:19])=[O:18])[CH:14]=[CH:13][C:9]=2[C:10]([OH:12])=O)=[CH:3][CH:2]=1.C(Cl)(Cl)Cl, predict the reaction product. The product is: [CH3:20][C:1]1[CH:2]=[C:3]2[C:4]([NH:7][C:8]3[CH:16]=[C:15]([C:17]([OH:19])=[O:18])[CH:14]=[CH:13][C:9]=3[C:10]2=[O:12])=[CH:5][CH:6]=1.